From a dataset of Full USPTO retrosynthesis dataset with 1.9M reactions from patents (1976-2016). Predict the reactants needed to synthesize the given product. Given the product [F:19][C:20]1[CH:25]=[CH:24][CH:23]=[C:22]([F:26])[C:21]=1[NH:27][C:28]([C:30]1[CH:34]=[N:33][N:32]([CH2:35][C:36]2[CH:41]=[CH:40][CH:39]=[CH:38][C:37]=2[O:18][C:17]2[CH:12]=[CH:13][CH:14]=[CH:15][CH:16]=2)[N:31]=1)=[O:29], predict the reactants needed to synthesize it. The reactants are: C(=O)([O-])[O-].[Cs+].[Cs+].CCOC([CH:12]1[C:17](=[O:18])[CH2:16][CH2:15][CH2:14][CH2:13]1)=O.[F:19][C:20]1[CH:25]=[CH:24][CH:23]=[C:22]([F:26])[C:21]=1[NH:27][C:28]([C:30]1[CH:34]=[N:33][N:32]([CH2:35][C:36]2[CH:41]=[CH:40][CH:39]=[CH:38][C:37]=2I)[N:31]=1)=[O:29].C1(O)C=CC=CC=1.